From a dataset of Peptide-MHC class II binding affinity with 134,281 pairs from IEDB. Regression. Given a peptide amino acid sequence and an MHC pseudo amino acid sequence, predict their binding affinity value. This is MHC class II binding data. The peptide sequence is IVVGRGEQQINHHWHK. The MHC is DRB4_0101 with pseudo-sequence DRB4_0103. The binding affinity (normalized) is 0.0184.